This data is from Experimental lipophilicity measurements (octanol/water distribution) for 4,200 compounds from AstraZeneca. The task is: Regression/Classification. Given a drug SMILES string, predict its absorption, distribution, metabolism, or excretion properties. Task type varies by dataset: regression for continuous measurements (e.g., permeability, clearance, half-life) or binary classification for categorical outcomes (e.g., BBB penetration, CYP inhibition). For this dataset (lipophilicity_astrazeneca), we predict Y. (1) The compound is O=C(Nc1ccc(Nc2ccc(NC(=O)c3ccccc3)c3c2C(=O)c2ccccc2C3=O)c2c1C(=O)c1ccccc1C2=O)c1ccccc1. The Y is 2.63 logD. (2) The compound is CCC[C@@H](CNC(=O)c1nc(Cl)c(N)nc1N)[N+](C)(C)CCCc1ccc(OC)cc1. The Y is 0.400 logD. (3) The molecule is CC(C)Oc1cc(Nc2nc3c(cc2F)ncn3[C@@H](CO)c2ccc(F)cn2)n[nH]1. The Y is 2.97 logD. (4) The molecule is COc1ccccc1CN1C(=O)c2ccccc2C1C(=O)NC1CCC(C)CC1. The Y is 3.74 logD. (5) The compound is C=CCN(C(=O)Nc1ccccc1)C1CCN(CCC(c2ccccc2)c2ccccc2)CC1. The Y is 3.60 logD.